Dataset: Ames mutagenicity test results for genotoxicity prediction. Task: Regression/Classification. Given a drug SMILES string, predict its toxicity properties. Task type varies by dataset: regression for continuous values (e.g., LD50, hERG inhibition percentage) or binary classification for toxic/non-toxic outcomes (e.g., AMES mutagenicity, cardiotoxicity, hepatotoxicity). Dataset: ames. (1) The molecule is ClCCC(Br)CBr. The result is 0 (non-mutagenic). (2) The result is 0 (non-mutagenic). The molecule is Nc1cc(Cl)cc(Cl)c1. (3) The molecule is Cc1c(Br)c(Br)c(Br)c(Br)c1Br. The result is 0 (non-mutagenic). (4) The drug is O=C(O)c1cc(N=Nc2ccc([N+](=O)[O-])cc2)ccc1O. The result is 1 (mutagenic). (5) The drug is ClC1=C(Cl)C2(Cl)C3C(Cl)C=CC3C1(Cl)C2(Cl)Cl. The result is 0 (non-mutagenic). (6) The molecule is CC(C)=C(Cl)C=O. The result is 1 (mutagenic). (7) The result is 0 (non-mutagenic). The drug is C=CCCCCCCCCCCCC.